From a dataset of Peptide-MHC class II binding affinity with 134,281 pairs from IEDB. Regression. Given a peptide amino acid sequence and an MHC pseudo amino acid sequence, predict their binding affinity value. This is MHC class II binding data. The peptide sequence is EYAERQGKTPITLVD. The MHC is DRB1_0101 with pseudo-sequence DRB1_0101. The binding affinity (normalized) is 0.379.